The task is: Binary Classification. Given a drug SMILES string, predict its activity (active/inactive) in a high-throughput screening assay against a specified biological target.. This data is from HIV replication inhibition screening data with 41,000+ compounds from the AIDS Antiviral Screen. The molecule is O=C(O)c1c(O)ccc(N=Nc2ccc(CCc3ccc(N=Nc4ccc(O)c(C(=O)O)c4O)cc3S(=O)(=O)O)c(S(=O)(=O)O)c2)c1O.[NaH]. The result is 1 (active).